From a dataset of Full USPTO retrosynthesis dataset with 1.9M reactions from patents (1976-2016). Predict the reactants needed to synthesize the given product. (1) Given the product [Cl:1][C:2]1[CH:7]=[C:6]2[C:5](=[CH:4][CH:3]=1)[N:8]([CH2:10][CH2:11][CH:12]1[CH2:16][CH2:15][CH2:14][CH2:13]1)[CH:19]=[C:20]2[CH2:21][CH2:22][NH:23][CH3:24], predict the reactants needed to synthesize it. The reactants are: [Cl:1][C:2]1[CH:7]=[CH:6][C:5]([N:8]([CH2:10][CH2:11][CH:12]2[CH2:16][CH2:15][CH2:14][CH2:13]2)N)=[CH:4][CH:3]=1.CO[CH:19](OC)[CH2:20][CH2:21][CH2:22][NH:23][CH3:24]. (2) The reactants are: [CH:1]([C:3]1[CH:10]=[CH:9][C:6]([CH2:7]Cl)=[CH:5][CH:4]=1)=[CH2:2].CS(C)=O.[C-:15]#[N:16].[K+]. Given the product [CH:1]([C:3]1[CH:10]=[CH:9][C:6]([CH2:7][C:15]#[N:16])=[CH:5][CH:4]=1)=[CH2:2], predict the reactants needed to synthesize it. (3) Given the product [CH3:1][O:2][C:3]1[CH:10]=[CH:9][CH:8]=[CH:7][C:4]=1[CH:5]1[CH2:24][CH2:25][NH:20][CH2:21][CH2:22]1, predict the reactants needed to synthesize it. The reactants are: [CH3:1][O:2][C:3]1[CH:10]=[CH:9][CH:8]=[CH:7][C:4]=1[CH:5]=O.C(OCC)(=O)CC(C)=O.[NH:20]1[CH2:25][CH2:24]C[CH2:22][CH2:21]1.CC(C)([O-])C.[K+]. (4) Given the product [Br:1][C:2]1[N:7]=[C:6]([C:8]([NH2:18])=[O:9])[C:5]([NH:12][CH2:13][CH2:14][O:15][CH3:16])=[CH:4][C:3]=1[F:17], predict the reactants needed to synthesize it. The reactants are: [Br:1][C:2]1[N:7]=[C:6]([C:8](OC)=[O:9])[C:5]([NH:12][CH2:13][CH2:14][O:15][CH3:16])=[CH:4][C:3]=1[F:17].[NH3:18].